From a dataset of Catalyst prediction with 721,799 reactions and 888 catalyst types from USPTO. Predict which catalyst facilitates the given reaction. (1) Reactant: [Br:1][C:2]1[NH:6][CH:5]=[C:4]([CH:7]=[O:8])[CH:3]=1.CN(C1C=CC=CN=1)C.C(N(CC)CC)C.[C:25](O[C:25]([O:26][C:27]([CH3:30])([CH3:29])[CH3:28])=[O:31])(=[O:31])[O:26][C:27]([CH3:30])([CH3:29])[CH3:28]. Product: [Br:1][C:2]1[N:6]([C:25]([O:26][C:27]([CH3:30])([CH3:29])[CH3:28])=[O:31])[CH:5]=[C:4]([CH:7]=[O:8])[CH:3]=1. The catalyst class is: 27. (2) Reactant: N(C(OC(C)C)=O)=NC(OC(C)C)=O.[C:15]([O:19][C:20]([NH:22][CH2:23][CH2:24][OH:25])=[O:21])([CH3:18])([CH3:17])[CH3:16].O[C:27]1[CH:31]=[CH:30][O:29][N:28]=1.C1(P(C2C=CC=CC=2)C2C=CC=CC=2)C=CC=CC=1. Product: [C:15]([O:19][C:20]([NH:22][CH2:23][CH2:24][O:25][C:27]1[CH:31]=[CH:30][O:29][N:28]=1)=[O:21])([CH3:18])([CH3:17])[CH3:16]. The catalyst class is: 1.